Dataset: Full USPTO retrosynthesis dataset with 1.9M reactions from patents (1976-2016). Task: Predict the reactants needed to synthesize the given product. (1) The reactants are: Br[C:2]1[CH:7]=[CH:6][C:5]([O:8][CH3:9])=[C:4]([O:10][CH2:11][CH2:12][CH2:13][O:14][CH3:15])[CH:3]=1.[OH:16][C:17]([CH3:22])([CH3:21])[C:18](=[O:20])[CH3:19].CC(C)([O-])C.[Na+]. Given the product [OH:16][C:17]([CH3:22])([CH3:21])[C:18](=[O:20])[CH2:19][C:2]1[CH:7]=[CH:6][C:5]([O:8][CH3:9])=[C:4]([O:10][CH2:11][CH2:12][CH2:13][O:14][CH3:15])[CH:3]=1, predict the reactants needed to synthesize it. (2) Given the product [CH2:1]([C:8]1[C:9]2[CH2:32][N:31]([CH3:33])[CH2:30][CH2:29][C:10]=2[N:11]=[C:12]([NH:14][C:15]2[CH:20]=[CH:19][C:18]([N:21]3[CH:25]=[C:24]([CH3:26])[N:23]=[CH:22]3)=[C:17]([O:27][CH3:28])[CH:16]=2)[N:13]=1)[C:2]1[CH:3]=[CH:4][CH:5]=[CH:6][CH:7]=1, predict the reactants needed to synthesize it. The reactants are: [CH2:1]([C:8]1[C:9]2[CH2:32][NH:31][CH2:30][CH2:29][C:10]=2[N:11]=[C:12]([NH:14][C:15]2[CH:20]=[CH:19][C:18]([N:21]3[CH:25]=[C:24]([CH3:26])[N:23]=[CH:22]3)=[C:17]([O:27][CH3:28])[CH:16]=2)[N:13]=1)[C:2]1[CH:7]=[CH:6][CH:5]=[CH:4][CH:3]=1.[C:33](O)(=O)C.C=O.C([BH3-])#N.[Na+]. (3) Given the product [Br:7][C:8]1[CH:9]=[N:10][CH:11]=[C:12]2[C:17]=1[N:16]=[C:1]([C:2]([Cl:4])=[O:3])[CH:14]=[CH:13]2, predict the reactants needed to synthesize it. The reactants are: [C:1](Cl)(=O)[C:2]([Cl:4])=[O:3].[Br:7][C:8]1[CH:9]=[N:10][CH:11]=[C:12]2[C:17]=1[N:16]=C(C(O)=O)[CH:14]=[CH:13]2. (4) Given the product [C:1]([O:5][C:6]([N:8]1[C:12]2=[N:13][CH:14]=[C:15]([B:26]([OH:30])[OH:27])[CH:16]=[C:11]2[C:10]([NH:18][C:19]([O:21][C:22]([CH3:25])([CH3:24])[CH3:23])=[O:20])=[N:9]1)=[O:7])([CH3:4])([CH3:3])[CH3:2], predict the reactants needed to synthesize it. The reactants are: [C:1]([O:5][C:6]([N:8]1[C:12]2=[N:13][CH:14]=[C:15](Br)[CH:16]=[C:11]2[C:10]([NH:18][C:19]([O:21][C:22]([CH3:25])([CH3:24])[CH3:23])=[O:20])=[N:9]1)=[O:7])([CH3:4])([CH3:3])[CH3:2].[B:26]1(B2OC(C)(C)C(C)(C)O2)[O:30]C(C)(C)C(C)(C)[O:27]1.ClCCl.C([O-])(=O)C.[K+].O1CCOCC1. (5) Given the product [F:1][C:2]1[CH:7]=[C:6]([CH:8]2[CH2:13][CH2:12][CH2:11][CH2:10][N:9]2[CH2:26][CH2:27][CH3:28])[CH:5]=[CH:4][C:3]=1[C:14]1[O:15][C:16]2[C:22]([C:23]([NH2:25])=[O:24])=[CH:21][CH:20]=[CH:19][C:17]=2[N:18]=1, predict the reactants needed to synthesize it. The reactants are: [F:1][C:2]1[CH:7]=[C:6]([CH:8]2[CH2:13][CH2:12][CH2:11][CH2:10][NH:9]2)[CH:5]=[CH:4][C:3]=1[C:14]1[O:15][C:16]2[C:22]([C:23]([NH2:25])=[O:24])=[CH:21][CH:20]=[CH:19][C:17]=2[N:18]=1.[CH:26](=O)[CH2:27][CH3:28]. (6) Given the product [Br:1][C:2]1[CH:7]=[C:6]([CH2:8][C:9]2[CH:10]=[CH:11][C:12]([O:15][CH2:16][CH3:17])=[CH:13][CH:14]=2)[C:5]([Cl:18])=[CH:4][C:3]=1[CH2:19][CH2:20][CH2:21][OH:22], predict the reactants needed to synthesize it. The reactants are: [Br:1][C:2]1[CH:7]=[C:6]([CH2:8][C:9]2[CH:14]=[CH:13][C:12]([O:15][CH2:16][CH3:17])=[CH:11][CH:10]=2)[C:5]([Cl:18])=[CH:4][C:3]=1[CH2:19][CH2:20][C:21](O)=[O:22].S(C)C. (7) Given the product [Br:1][C:2]1[CH:10]=[C:9]([CH2:11][Br:12])[CH:8]=[CH:7][C:3]=1[C:4]([OH:6])=[O:5], predict the reactants needed to synthesize it. The reactants are: [Br:1][C:2]1[CH:10]=[C:9]([CH3:11])[CH:8]=[CH:7][C:3]=1[C:4]([OH:6])=[O:5].[Br:12]N1C(=O)CCC1=O.CC(N=NC(C#N)(C)C)(C#N)C. (8) Given the product [I:7][C:8]1[CH:13]=[CH:12][C:11]([S:14]([OH:16])=[O:15])=[CH:10][CH:9]=1, predict the reactants needed to synthesize it. The reactants are: C(=O)([O-])[O-].[Na+].[Na+].[I:7][C:8]1[CH:13]=[CH:12][C:11]([S:14](Cl)(=[O:16])=[O:15])=[CH:10][CH:9]=1.[OH-].[Na+].OS(O)(=O)=O.